From a dataset of Catalyst prediction with 721,799 reactions and 888 catalyst types from USPTO. Predict which catalyst facilitates the given reaction. (1) Reactant: Br[C:2]1[CH:3]=[C:4]2[CH:10]=[C:9]([CH3:11])[NH:8][C:5]2=[N:6][CH:7]=1.C([Li])CCC.Cl[C:18]([O:20][CH2:21][CH3:22])=[O:19]. Product: [CH3:11][C:9]1[NH:8][C:5]2=[N:6][CH:7]=[C:2]([C:18]([O:20][CH2:21][CH3:22])=[O:19])[CH:3]=[C:4]2[CH:10]=1. The catalyst class is: 1. (2) Reactant: [N:1]1[CH:6]=[CH:5][CH:4]=[CH:3][C:2]=1[CH:7]([CH3:11])[C:8]([OH:10])=O.[CH3:12][CH:13]1[CH2:18][CH2:17][N:16]([C:19]2[C:24]([CH2:25][NH2:26])=[CH:23][CH:22]=[C:21]([C:27]([F:30])([F:29])[F:28])[N:20]=2)[CH2:15][CH2:14]1.F[B-](F)(F)F.N1(OC(N(C)C)=[N+](C)C)C2C=CC=CC=2N=N1.C(N(C(C)C)C(C)C)C. Product: [CH3:12][CH:13]1[CH2:14][CH2:15][N:16]([C:19]2[C:24]([CH2:25][NH:26][C:8](=[O:10])[CH:7]([C:2]3[CH:3]=[CH:4][CH:5]=[CH:6][N:1]=3)[CH3:11])=[CH:23][CH:22]=[C:21]([C:27]([F:30])([F:28])[F:29])[N:20]=2)[CH2:17][CH2:18]1. The catalyst class is: 213. (3) Reactant: [NH2:1][CH2:2][CH2:3][CH2:4][CH2:5][CH2:6][CH2:7][CH2:8][CH2:9][CH2:10][CH2:11][CH2:12][C:13]([OH:15])=[O:14].C(N(C(C)C)CC)(C)C.I.[NH2:26][C:27]1[C:28]([C:35]([NH:37][C:38](=[NH:41])SC)=[O:36])=[N:29][C:30]([Cl:34])=[C:31]([NH2:33])[N:32]=1. Product: [NH2:26][C:27]1[C:28]([C:35]([N:37]=[C:38]([NH2:41])[NH:1][CH2:2][CH2:3][CH2:4][CH2:5][CH2:6][CH2:7][CH2:8][CH2:9][CH2:10][CH2:11][CH2:12][C:13]([OH:15])=[O:14])=[O:36])=[N:29][C:30]([Cl:34])=[C:31]([NH2:33])[N:32]=1. The catalyst class is: 8. (4) Reactant: [C:1]1([CH3:24])[CH:6]=[C:5]([CH3:7])[CH:4]=[C:3]([CH3:8])[C:2]=1[CH2:9][C:10]1[N:14]([CH3:15])[C:13]2[C:16]([C:20](OC)=[O:21])=[CH:17][CH:18]=[CH:19][C:12]=2[N:11]=1.[CH2:25]([Li])[CH3:26].[CH:28]1C=CC=C[CH:29]=1.C1CCCCC1.[Cl-].[NH4+]. Product: [C:1]1([CH3:24])[CH:6]=[C:5]([CH3:7])[CH:4]=[C:3]([CH3:8])[C:2]=1[CH2:9][C:10]1[N:14]([CH3:15])[C:13]2[C:16]([C:20]([OH:21])([CH2:25][CH3:26])[CH2:28][CH3:29])=[CH:17][CH:18]=[CH:19][C:12]=2[N:11]=1. The catalyst class is: 7. (5) Reactant: [C:1]1([CH2:7][CH2:8][N:9]([CH2:21][C:22]2[CH:41]=[CH:40][C:25]([CH2:26][O:27][C:28]3[CH:33]=[CH:32][C:31]([CH2:34][CH2:35][C:36]([O:38]C)=[O:37])=[CH:30][CH:29]=3)=[CH:24][CH:23]=2)[C:10]2[S:11][CH:12]=[C:13]([C:15]3[CH:20]=[CH:19][CH:18]=[CH:17][CH:16]=3)[N:14]=2)[CH:6]=[CH:5][CH:4]=[CH:3][CH:2]=1.O1CCCC1.O.[OH-].[Li+].Cl. Product: [C:1]1([CH2:7][CH2:8][N:9]([CH2:21][C:22]2[CH:23]=[CH:24][C:25]([CH2:26][O:27][C:28]3[CH:29]=[CH:30][C:31]([CH2:34][CH2:35][C:36]([OH:38])=[O:37])=[CH:32][CH:33]=3)=[CH:40][CH:41]=2)[C:10]2[S:11][CH:12]=[C:13]([C:15]3[CH:20]=[CH:19][CH:18]=[CH:17][CH:16]=3)[N:14]=2)[CH:6]=[CH:5][CH:4]=[CH:3][CH:2]=1. The catalyst class is: 72.